This data is from Peptide-MHC class II binding affinity with 134,281 pairs from IEDB. The task is: Regression. Given a peptide amino acid sequence and an MHC pseudo amino acid sequence, predict their binding affinity value. This is MHC class II binding data. The peptide sequence is MNVSIPHSFTMTLK. The MHC is DRB1_0405 with pseudo-sequence DRB1_0405. The binding affinity (normalized) is 0.271.